Dataset: Catalyst prediction with 721,799 reactions and 888 catalyst types from USPTO. Task: Predict which catalyst facilitates the given reaction. (1) Reactant: [OH:1][C@@H:2]1[C@H:6]([OH:7])[O:5][C@H:4]([CH2:8][CH2:9][C:10]2[CH:15]=[CH:14][C:13]([C:16]3[CH:17]=[N:18][C:19]([O:22][CH3:23])=[CH:20][CH:21]=3)=[CH:12][CH:11]=2)[C@@H:3]1[CH2:24][CH2:25][N:26]1[C:34](=[O:35])[C:33]2[C:28](=[CH:29][CH:30]=[CH:31][CH:32]=2)[C:27]1=[O:36].I([O-])(=O)(=O)=O.[Na+]. Product: [CH:6]([O:5][C@H:4]([CH2:8][CH2:9][C:10]1[CH:11]=[CH:12][C:13]([C:16]2[CH:17]=[N:18][C:19]([O:22][CH3:23])=[CH:20][CH:21]=2)=[CH:14][CH:15]=1)[C@@H:3]([CH:2]=[O:1])[CH2:24][CH2:25][N:26]1[C:34](=[O:35])[C:33]2[C:28](=[CH:29][CH:30]=[CH:31][CH:32]=2)[C:27]1=[O:36])=[O:7]. The catalyst class is: 5. (2) The catalyst class is: 8. Reactant: Cl[C:2]1[N:7]=[CH:6][N:5]=[C:4]([NH:8][C:9]2[CH:14]=[CH:13][C:12]([P:15]([CH3:18])([CH3:17])=[O:16])=[CH:11][CH:10]=2)[N:3]=1.C([N:21]([CH2:24][CH3:25])CC)C.Cl.N[C@H:28]1CC[O:30][CH2:29]1. Product: [CH3:17][P:15]([C:12]1[CH:13]=[CH:14][C:9]([NH:8][C:4]2[N:3]=[C:2]([NH:21][CH:24]3[CH2:25][CH2:28][CH2:29][O:30]3)[N:7]=[CH:6][N:5]=2)=[CH:10][CH:11]=1)([CH3:18])=[O:16]. (3) Reactant: [OH-].[Na+].[C:3]([O:7][C:8]([N:10]1[CH2:15][CH2:14][CH2:13][C@H:12]([C@H:16]([O:19]C(=O)C2C=CC=CC=2)[CH2:17][CH3:18])[CH2:11]1)=[O:9])([CH3:6])([CH3:5])[CH3:4]. Product: [C:3]([O:7][C:8]([N:10]1[CH2:15][CH2:14][CH2:13][C@H:12]([C@H:16]([OH:19])[CH2:17][CH3:18])[CH2:11]1)=[O:9])([CH3:6])([CH3:5])[CH3:4]. The catalyst class is: 5. (4) Reactant: [CH2:1]([O:3][C:4](=[O:30])[C:5]([O:22][C:23]1[CH:28]=[CH:27][CH:26]=[CH:25][C:24]=1[F:29])([CH3:21])[CH2:6][C:7]1[CH:12]=[CH:11][C:10]([O:13]CC2C=CC=CC=2)=[CH:9][CH:8]=1)[CH3:2]. Product: [CH2:1]([O:3][C:4](=[O:30])[C:5]([O:22][C:23]1[CH:28]=[CH:27][CH:26]=[CH:25][C:24]=1[F:29])([CH3:21])[CH2:6][C:7]1[CH:8]=[CH:9][C:10]([OH:13])=[CH:11][CH:12]=1)[CH3:2]. The catalyst class is: 29. (5) Reactant: [CH3:1][O:2][C:3]1[N:8]=[N:7][C:6]([N:9]2[CH:13]=[C:12]([CH2:14][CH2:15][CH2:16][OH:17])[C:11]([CH:18]([CH3:20])[CH3:19])=[N:10]2)=[CH:5][CH:4]=1.O[C:22]1[C:27]([O:28][CH3:29])=[CH:26][CH:25]=[CH:24][C:23]=1[CH2:30][C:31]([O:33]C)=[O:32].C(P(CCCC)CCCC)CCC.N(C(N1CCCCC1)=O)=NC(N1CCCCC1)=O. Product: [CH3:29][O:28][C:27]1[C:22]([O:17][CH2:16][CH2:15][CH2:14][C:12]2[C:11]([CH:18]([CH3:20])[CH3:19])=[N:10][N:9]([C:6]3[N:7]=[N:8][C:3]([O:2][CH3:1])=[CH:4][CH:5]=3)[CH:13]=2)=[C:23]([CH2:30][C:31]([OH:33])=[O:32])[CH:24]=[CH:25][CH:26]=1. The catalyst class is: 7. (6) Reactant: [C:1]([O:5][C:6]([N:8]1[CH2:16][C:15]2[C:10](=[CH:11][CH:12]=[CH:13][C:14]=2[NH:17][CH2:18][C:19]([O:21]CC)=[O:20])[CH2:9]1)=[O:7])([CH3:4])([CH3:3])[CH3:2].[Li+].[OH-].Cl. Product: [C:1]([O:5][C:6]([N:8]1[CH2:16][C:15]2[C:10](=[CH:11][CH:12]=[CH:13][C:14]=2[NH:17][CH2:18][C:19]([OH:21])=[O:20])[CH2:9]1)=[O:7])([CH3:4])([CH3:2])[CH3:3]. The catalyst class is: 1.